This data is from Peptide-MHC class I binding affinity with 185,985 pairs from IEDB/IMGT. The task is: Regression. Given a peptide amino acid sequence and an MHC pseudo amino acid sequence, predict their binding affinity value. This is MHC class I binding data. (1) The peptide sequence is KQLANGVPL. The MHC is H-2-Kb with pseudo-sequence H-2-Kb. The binding affinity (normalized) is 0.479. (2) The peptide sequence is YHRFGLYRL. The MHC is HLA-B57:01 with pseudo-sequence HLA-B57:01. The binding affinity (normalized) is 0.0847. (3) The MHC is HLA-A11:01 with pseudo-sequence HLA-A11:01. The binding affinity (normalized) is 0.0260. The peptide sequence is GAFDLSHFL.